This data is from Forward reaction prediction with 1.9M reactions from USPTO patents (1976-2016). The task is: Predict the product of the given reaction. (1) Given the reactants [Cl:1][C:2]1[CH:3]=[CH:4][C:5]([OH:11])=[C:6]([CH:10]=1)[C:7]([OH:9])=O.[Cl:12][C:13]1[CH:19]=[C:18]([O:20][CH3:21])[CH:17]=[CH:16][C:14]=1[NH2:15], predict the reaction product. The product is: [Cl:1][C:2]1[CH:3]=[CH:4][C:5]([OH:11])=[C:6]([CH:10]=1)[C:7]([NH:15][C:14]1[CH:16]=[CH:17][C:18]([O:20][CH3:21])=[CH:19][C:13]=1[Cl:12])=[O:9]. (2) Given the reactants Cl.[CH2:2]([O:4][C:5](=[O:18])[C@H:6]([CH2:8][C:9]1[CH:14]=[CH:13][C:12]([N+:15]([O-:17])=[O:16])=[CH:11][CH:10]=1)[NH2:7])[CH3:3].[C:19](=[O:22])([O-])[O-].[K+].[K+].[OH2:25], predict the reaction product. The product is: [CH2:2]([O:4][C:5](=[O:18])[C@@H:6]([NH:7][C:8]1[C:9]2([CH2:14][CH2:13][O:25][CH2:11][CH2:10]2)[C:19](=[O:22])[CH:6]=1)[CH2:8][C:9]1[CH:14]=[CH:13][C:12]([N+:15]([O-:17])=[O:16])=[CH:11][CH:10]=1)[CH3:3]. (3) Given the reactants Br[C:2]1[CH:11]=[N:10][C:9]2[C:8]([N:12]3[CH2:17][CH2:16][O:15][CH2:14][CH2:13]3)=[N:7][C:6]([Cl:18])=[N:5][C:4]=2[CH:3]=1.[CH:19]([C:21]1[O:25][C:24](B(O)O)=[CH:23][CH:22]=1)=[O:20].C(=O)([O-])[O-].[Na+].[Na+].CCO, predict the reaction product. The product is: [Cl:18][C:6]1[N:7]=[C:8]([N:12]2[CH2:17][CH2:16][O:15][CH2:14][CH2:13]2)[C:9]2[N:10]=[CH:11][C:2]([C:24]3[O:25][C:21]([CH:19]=[O:20])=[CH:22][CH:23]=3)=[CH:3][C:4]=2[N:5]=1. (4) Given the reactants [CH:1]1([C:6]2[CH:11]=[CH:10][C:9]([N+:12]([O-])=O)=[CH:8][CH:7]=2)[CH2:5][CH2:4][CH2:3][CH2:2]1.C1(C2C=CC=CC=2[N+]([O-])=O)CCCC1.[C:29](OC(=O)C)(=[O:31])[CH3:30], predict the reaction product. The product is: [CH:1]1([C:6]2[CH:11]=[CH:10][C:9]([NH:12][C:29](=[O:31])[CH3:30])=[CH:8][CH:7]=2)[CH2:5][CH2:4][CH2:3][CH2:2]1. (5) Given the reactants [OH:1][C:2]1[CH:9]=[CH:8][C:5]([CH:6]=O)=[C:4]([O:10][CH3:11])[CH:3]=1.[NH:12]1[CH2:17][CH2:16][O:15][CH2:14][CH2:13]1.C(O[BH-](OC(=O)C)OC(=O)C)(=O)C.[Na+].C([O-])(O)=O.[Na+], predict the reaction product. The product is: [CH3:11][O:10][C:4]1[CH:3]=[C:2]([OH:1])[CH:9]=[CH:8][C:5]=1[CH2:6][N:12]1[CH2:17][CH2:16][O:15][CH2:14][CH2:13]1.